Dataset: Forward reaction prediction with 1.9M reactions from USPTO patents (1976-2016). Task: Predict the product of the given reaction. (1) The product is: [CH3:32][C:8]1[C:3]([C:4]([O:6][CH3:7])=[O:5])=[C:2]([CH:33]=[CH2:34])[N:11]=[C:10]([C:12]2[CH:20]=[CH:19][CH:18]=[C:17]3[C:13]=2[C:14]([CH3:31])=[CH:15][N:16]3[S:21]([C:24]2[CH:25]=[CH:26][C:27]([CH3:28])=[CH:29][CH:30]=2)(=[O:22])=[O:23])[CH:9]=1. Given the reactants Cl[C:2]1[N:11]=[C:10]([C:12]2[CH:20]=[CH:19][CH:18]=[C:17]3[C:13]=2[C:14]([CH3:31])=[CH:15][N:16]3[S:21]([C:24]2[CH:30]=[CH:29][C:27]([CH3:28])=[CH:26][CH:25]=2)(=[O:23])=[O:22])[CH:9]=[C:8]([CH3:32])[C:3]=1[C:4]([O:6][CH3:7])=[O:5].[CH2:33]([Sn](CCCC)(CCCC)C=C)[CH2:34]CC, predict the reaction product. (2) Given the reactants Cl[C:2]1[N:11]=[C:10]([N:12]2[CH2:17][CH2:16][O:15][CH2:14][CH2:13]2)[C:9]2[C:4](=[CH:5][C:6]([C:18]3[CH:19]=[C:20]([CH:22]=[CH:23][CH:24]=3)[NH2:21])=[CH:7][CH:8]=2)[N:3]=1.[C:25]([O:29][C:30]([NH:32][C:33]1[N:38]=[CH:37][C:36](B(O)O)=[CH:35][N:34]=1)=[O:31])([CH3:28])([CH3:27])[CH3:26].P([O-])([O-])([O-])=O.[K+].[K+].[K+].O1CCOCC1, predict the reaction product. The product is: [C:25]([O:29][C:30](=[O:31])[NH:32][C:33]1[N:38]=[CH:37][C:36]([C:2]2[N:11]=[C:10]([N:12]3[CH2:17][CH2:16][O:15][CH2:14][CH2:13]3)[C:9]3[C:4](=[CH:5][C:6]([C:18]4[CH:24]=[CH:23][CH:22]=[C:20]([NH2:21])[CH:19]=4)=[CH:7][CH:8]=3)[N:3]=2)=[CH:35][N:34]=1)([CH3:28])([CH3:26])[CH3:27]. (3) Given the reactants FC(F)(F)C(O)=O.C([N:15](CC1C=CC=CC=1)[C:16]1[CH:17]=[C:18]2[C:23](=[CH:24][CH:25]=1)[C:22](Cl)=[N:21][CH:20]=[C:19]2[CH3:27])C1C=CC=CC=1.[NH3:35], predict the reaction product. The product is: [CH3:27][C:19]1[C:18]2[C:23](=[CH:24][CH:25]=[C:16]([NH2:15])[CH:17]=2)[C:22]([NH2:35])=[N:21][CH:20]=1. (4) Given the reactants C([O:3][C:4]([C:6]1[CH:7]=[N:8][N:9]([CH2:29][C:30]2[CH:35]=[CH:34][CH:33]=[CH:32][CH:31]=2)[C:10]=1[C:11](=[O:28])[NH:12][C:13]1[CH:18]=[CH:17][N:16]2[N:19]=[C:20]([C:22]3[CH:27]=[CH:26][CH:25]=[CH:24][CH:23]=3)[N:21]=[C:15]2[CH:14]=1)=[O:5])C.O.[OH-].[Li+].Cl, predict the reaction product. The product is: [CH2:29]([N:9]1[C:10]([C:11](=[O:28])[NH:12][C:13]2[CH:18]=[CH:17][N:16]3[N:19]=[C:20]([C:22]4[CH:23]=[CH:24][CH:25]=[CH:26][CH:27]=4)[N:21]=[C:15]3[CH:14]=2)=[C:6]([C:4]([OH:5])=[O:3])[CH:7]=[N:8]1)[C:30]1[CH:31]=[CH:32][CH:33]=[CH:34][CH:35]=1. (5) Given the reactants [O:1]1[CH2:4][CH:3]([N:5]2[CH2:10][CH2:9][NH:8][CH2:7][CH2:6]2)[CH2:2]1.CCN(C(C)C)C(C)C.[NH2:20][C:21]1[C:30]([C:31]([NH:33][C:34]2[CH:35]=[N:36][CH:37]=[C:38]([F:49])[C:39]=2[N:40]2[CH2:45][CH2:44][CH:43]([C:46](O)=[O:47])[CH2:42][CH2:41]2)=[O:32])=[C:24]2[N:25]=[CH:26][C:27]([F:29])=[CH:28][N:23]2[N:22]=1.F[B-](F)(F)F.ClC1C=CC2N=NN(OC(=[N+](C)C)N(C)C)C=2C=1, predict the reaction product. The product is: [NH2:20][C:21]1[C:30]([C:31]([NH:33][C:34]2[CH:35]=[N:36][CH:37]=[C:38]([F:49])[C:39]=2[N:40]2[CH2:45][CH2:44][CH:43]([C:46]([N:8]3[CH2:9][CH2:10][N:5]([CH:3]4[CH2:4][O:1][CH2:2]4)[CH2:6][CH2:7]3)=[O:47])[CH2:42][CH2:41]2)=[O:32])=[C:24]2[N:25]=[CH:26][C:27]([F:29])=[CH:28][N:23]2[N:22]=1. (6) The product is: [CH3:23][O:22][C:19]1[CH:20]=[C:21]2[C:16](=[CH:17][CH:18]=1)[NH:15][C:14](=[O:24])[C@:13]12[CH2:12][C@H:11]1[C:7]1[CH:6]=[C:5]2[C:10]([C:2]([C:26]#[C:25][C:27]3[CH:34]=[CH:33][C:30]([CH:31]=[O:32])=[CH:29][CH:28]=3)=[N:3][NH:4]2)=[CH:9][CH:8]=1. Given the reactants I[C:2]1[C:10]2[C:5](=[CH:6][C:7]([C@H:11]3[C@@:13]4([C:21]5[C:16](=[CH:17][CH:18]=[C:19]([O:22][CH3:23])[CH:20]=5)[NH:15][C:14]4=[O:24])[CH2:12]3)=[CH:8][CH:9]=2)[NH:4][N:3]=1.[C:25]([C:27]1[CH:34]=[CH:33][C:30]([CH:31]=[O:32])=[CH:29][CH:28]=1)#[CH:26].CN(C=O)C, predict the reaction product.